This data is from Full USPTO retrosynthesis dataset with 1.9M reactions from patents (1976-2016). The task is: Predict the reactants needed to synthesize the given product. (1) Given the product [NH2:31][C:26]1[CH:25]=[C:24]([C:21]2[CH:22]=[CH:23][C:17]3[O:16][CH2:15][CH2:14][N:13]([C:11]([C:8]4[CH:9]=[CH:10][C:5]([S:2]([CH3:1])(=[O:4])=[O:3])=[CH:6][CH:7]=4)=[O:12])[CH2:19][C:18]=3[CH:20]=2)[CH:30]=[CH:29][C:27]=1[NH2:28], predict the reactants needed to synthesize it. The reactants are: [CH3:1][S:2]([C:5]1[CH:10]=[CH:9][C:8]([C:11]([N:13]2[CH2:19][C:18]3[CH:20]=[C:21]([C:24]4[CH:30]=[CH:29][C:27]([NH2:28])=[C:26]([N+:31]([O-])=O)[CH:25]=4)[CH:22]=[CH:23][C:17]=3[O:16][CH2:15][CH2:14]2)=[O:12])=[CH:7][CH:6]=1)(=[O:4])=[O:3]. (2) Given the product [C:26]([C:25]1[CH:28]=[CH:29][CH:30]=[CH:31][C:24]=1[CH2:22][N:3]1[CH2:8][CH2:7][CH:6]([NH:9][C:10]2[C:15]([C:16]([NH2:18])=[O:17])=[CH:14][N:13]=[C:12]3[NH:19][CH:20]=[CH:21][C:11]=23)[CH2:5][CH2:4]1)#[N:27], predict the reactants needed to synthesize it. The reactants are: Cl.Cl.[NH:3]1[CH2:8][CH2:7][CH:6]([NH:9][C:10]2[C:15]([C:16]([NH2:18])=[O:17])=[CH:14][N:13]=[C:12]3[NH:19][CH:20]=[CH:21][C:11]=23)[CH2:5][CH2:4]1.[CH:22]([C:24]1[CH:31]=[CH:30][CH:29]=[CH:28][C:25]=1[C:26]#[N:27])=O.C([O-])(O)=O.[Na+].C(Cl)(Cl)Cl. (3) The reactants are: [CH3:1][N:2]1[C:10]2[C:5](=[CH:6][CH:7]=[CH:8][CH:9]=2)[C:4](/[CH:11]=[C:12](\[NH:23][CH:24]=O)/[S:13]([C:16]2[CH:22]=[CH:21][C:19]([CH3:20])=[CH:18][CH:17]=2)(=[O:15])=[O:14])=[CH:3]1.C(N(CC)CC)C.P(Cl)(Cl)(Cl)=O.[Cl-].[NH4+]. Given the product [N+:23](/[C:12](/[S:13]([C:16]1[CH:22]=[CH:21][C:19]([CH3:20])=[CH:18][CH:17]=1)(=[O:15])=[O:14])=[CH:11]\[C:4]1[C:5]2[C:10](=[CH:9][CH:8]=[CH:7][CH:6]=2)[N:2]([CH3:1])[CH:3]=1)#[C-:24], predict the reactants needed to synthesize it. (4) Given the product [C:16]([O:20][CH2:11][CH2:12][CH2:13][C:14]#[N:15])(=[O:19])[CH:17]=[CH2:18], predict the reactants needed to synthesize it. The reactants are: CS(C)=O.C(=O)([O-])O.[K+].Br[CH2:11][CH2:12][CH2:13][C:14]#[N:15].[C:16]([OH:20])(=[O:19])[CH:17]=[CH2:18].